Dataset: Full USPTO retrosynthesis dataset with 1.9M reactions from patents (1976-2016). Task: Predict the reactants needed to synthesize the given product. (1) Given the product [C:34]([O:33][C:32](=[O:38])[NH:31][CH2:30][CH2:29][CH2:28][NH:27][CH:23]([C:9]1[N:8]([CH2:1][C:2]2[CH:3]=[CH:4][CH:5]=[CH:6][CH:7]=2)[C:21](=[O:22])[C:20]2[C:11]([N:10]=1)=[N:12][C:13]1[C:18]([CH:19]=2)=[CH:17][CH:16]=[CH:15][CH:14]=1)[CH2:24][CH3:25])([CH3:37])([CH3:35])[CH3:36], predict the reactants needed to synthesize it. The reactants are: [CH2:1]([N:8]1[C:21](=[O:22])[C:20]2[C:11](=[N:12][C:13]3[C:18]([CH:19]=2)=[CH:17][CH:16]=[CH:15][CH:14]=3)[N:10]=[C:9]1[CH:23](Br)[CH2:24][CH3:25])[C:2]1[CH:7]=[CH:6][CH:5]=[CH:4][CH:3]=1.[NH2:27][CH2:28][CH2:29][CH2:30][NH:31][C:32](=[O:38])[O:33][C:34]([CH3:37])([CH3:36])[CH3:35]. (2) Given the product [CH2:1]([O:3][C:4]([C:6]1[N:11]=[C:10]([CH3:23])[C:9]2[N:13]=[C:14]([C:16]3[CH:21]=[CH:20][CH:19]=[CH:18][CH:17]=3)[S:15][C:8]=2[C:7]=1[OH:22])=[O:5])[CH3:2], predict the reactants needed to synthesize it. The reactants are: [CH2:1]([O:3][C:4]([C:6]1[N:11]=[C:10](Br)[C:9]2[N:13]=[C:14]([C:16]3[CH:21]=[CH:20][CH:19]=[CH:18][CH:17]=3)[S:15][C:8]=2[C:7]=1[OH:22])=[O:5])[CH3:2].[CH3:23][Sn](C)(C)C. (3) Given the product [CH2:11]([N:12]([CH2:27][C:28]1[CH:29]=[CH:30][C:21]([CH2:14][CH2:13][N:44]2[CH2:45][CH2:46][CH:41]([CH3:40])[CH2:42][CH2:43]2)=[CH:22][CH:23]=1)[C:13]1[CH:18]=[C:17]([O:19][CH3:20])[CH:16]=[CH:15][C:14]=1[C@@H:21]1[CH2:30][CH2:29][C:28]2[CH:27]=[C:26]([OH:31])[CH:25]=[CH:24][C:23]=2[CH2:22]1)[CH3:10], predict the reactants needed to synthesize it. The reactants are: C(CC1C=CC(C[CH2:10][CH2:11][NH:12][C:13]2[CH:18]=[C:17]([O:19][CH3:20])[CH:16]=[CH:15][C:14]=2[C@@H:21]2[CH2:30][CH2:29][C:28]3[CH:27]=[C:26]([O:31]C(=O)C(C)(C)C)[CH:25]=[CH:24][C:23]=3[CH2:22]2)=CC=1)(O)=O.[CH3:40][CH:41]1[CH2:46][CH2:45][NH:44][CH2:43][CH2:42]1. (4) Given the product [C:1]([OH:18])(=[O:17])[CH2:2][CH2:3][CH2:4][CH2:5][CH2:6][CH2:7][CH2:8][CH2:9][CH2:10][CH2:11][CH2:12][C:13]#[CH:14], predict the reactants needed to synthesize it. The reactants are: [C:1]([OH:18])(=[O:17])[CH2:2][CH2:3][CH2:4][CH2:5][CH2:6][CH2:7][CH2:8][CH2:9][CH2:10][CH2:11][CH2:12][CH2:13][CH2:14]C#C.C(O)CC#CCCCCCCCCCC. (5) Given the product [F:49][C:44]1[CH:45]=[CH:46][CH:47]=[CH:48][C:43]=1[C:40]1[CH:39]=[CH:38][C:37]([O:36][C:22]2[C:21]([CH:17]3[CH2:18][CH2:19][CH2:20][N:16]3[CH:14]([OH:15])[CH:13]=[O:12])=[CH:35][C:25]3[NH:26][C:27]([C:29]4[CH:34]=[CH:33][CH:32]=[CH:31][N:30]=4)=[N:28][C:24]=3[CH:23]=2)=[CH:42][CH:41]=1, predict the reactants needed to synthesize it. The reactants are: C(=O)([O-])[O-].[K+].[K+].CO.C([O:12][CH2:13][C:14]([N:16]1[CH2:20][CH2:19][CH2:18][CH:17]1[C:21]1[C:22]([O:36][C:37]2[CH:42]=[CH:41][C:40]([C:43]3[CH:48]=[CH:47][CH:46]=[CH:45][C:44]=3[F:49])=[CH:39][CH:38]=2)=[CH:23][C:24]2[N:28]=[C:27]([C:29]3[CH:34]=[CH:33][CH:32]=[CH:31][N:30]=3)[NH:26][C:25]=2[CH:35]=1)=[O:15])(=O)C. (6) Given the product [N+:1]([C:4]1[CH:5]=[CH:6][C:7]([O:10][C:11]2[CH:12]=[C:13]3[C:17](=[CH:18][CH:19]=2)[N:16]([C:25]2[CH:26]=[CH:27][C:22]([C:20]#[N:21])=[CH:23][CH:24]=2)[N:15]=[CH:14]3)=[N:8][CH:9]=1)([O-:3])=[O:2], predict the reactants needed to synthesize it. The reactants are: [N+:1]([C:4]1[CH:5]=[CH:6][C:7]([O:10][C:11]2[CH:12]=[C:13]3[C:17](=[CH:18][CH:19]=2)[NH:16][N:15]=[CH:14]3)=[N:8][CH:9]=1)([O-:3])=[O:2].[C:20]([C:22]1[CH:27]=[CH:26][C:25](B(O)O)=[CH:24][CH:23]=1)#[N:21].C(N(CC)CC)C.